The task is: Predict the reactants needed to synthesize the given product.. This data is from Full USPTO retrosynthesis dataset with 1.9M reactions from patents (1976-2016). (1) Given the product [F:11][C:8]1[CH:7]=[CH:6][C:5]([CH:3]([OH:4])[CH:2]([NH:1][C:34](=[O:35])[CH2:33][CH2:32][C:26]2[CH:31]=[CH:30][CH:29]=[CH:28][CH:27]=2)[CH2:12][C:13]2[CH:18]=[CH:17][CH:16]=[C:15]([O:19][C:20]3[CH:25]=[CH:24][CH:23]=[CH:22][CH:21]=3)[CH:14]=2)=[CH:10][CH:9]=1, predict the reactants needed to synthesize it. The reactants are: [NH2:1][CH:2]([CH2:12][C:13]1[CH:18]=[CH:17][CH:16]=[C:15]([O:19][C:20]2[CH:25]=[CH:24][CH:23]=[CH:22][CH:21]=2)[CH:14]=1)[CH:3]([C:5]1[CH:10]=[CH:9][C:8]([F:11])=[CH:7][CH:6]=1)[OH:4].[C:26]1([CH2:32][CH2:33][C:34](Cl)=[O:35])[CH:31]=[CH:30][CH:29]=[CH:28][CH:27]=1.C(=O)([O-])O.[Na+]. (2) Given the product [Cl:1][C:2]1[CH:3]=[C:4]([NH:17][C:18]2[C:27]3[C:22](=[CH:23][CH:24]=[C:25]([C:28]4[O:29][C:30]([CH2:33][NH:35][CH2:36][CH:37]([OH:43])[CH2:38][CH2:39][CH2:40][CH2:41][OH:42])=[CH:31][CH:32]=4)[CH:26]=3)[N:21]=[CH:20][N:19]=2)[CH:5]=[CH:6][C:7]=1[O:8][CH2:9][C:10]1[CH:15]=[CH:14][CH:13]=[C:12]([F:16])[CH:11]=1, predict the reactants needed to synthesize it. The reactants are: [Cl:1][C:2]1[CH:3]=[C:4]([NH:17][C:18]2[C:27]3[C:22](=[CH:23][CH:24]=[C:25]([C:28]4[O:29][C:30]([CH:33]=O)=[CH:31][CH:32]=4)[CH:26]=3)[N:21]=[CH:20][N:19]=2)[CH:5]=[CH:6][C:7]=1[O:8][CH2:9][C:10]1[CH:15]=[CH:14][CH:13]=[C:12]([F:16])[CH:11]=1.[NH2:35][CH2:36][CH:37]([OH:43])[CH2:38][CH2:39][CH2:40][CH2:41][OH:42].C(O[BH-](OC(=O)C)OC(=O)C)(=O)C.[Na+].C(=O)([O-])[O-].[Na+].[Na+]. (3) Given the product [C:1]([O:5][C:6](=[O:17])[CH:7]([C:8]#[N:9])[C:10]1[CH:15]=[CH:14][C:13]([CH2:18][CH3:19])=[CH:12][N:11]=1)([CH3:4])([CH3:3])[CH3:2], predict the reactants needed to synthesize it. The reactants are: [C:1]([O:5][C:6](=[O:17])[CH:7]([C:10]1[CH:15]=[CH:14][C:13](Br)=[CH:12][N:11]=1)[C:8]#[N:9])([CH3:4])([CH3:3])[CH3:2].[CH2:18]([Zn]CC)[CH3:19].[Cl-].[NH4+].CCOC(C)=O. (4) Given the product [CH3:11][C:10]1[S:12][C:2]2[C:3](=[O:9])[CH2:4][CH2:5][CH2:6][C:7]=2[N:13]=1, predict the reactants needed to synthesize it. The reactants are: Br[CH:2]1[C:7](=O)[CH2:6][CH2:5][CH2:4][C:3]1=[O:9].[C:10]([NH2:13])(=[S:12])[CH3:11]. (5) Given the product [CH2:1]([O:3][C:4]1[O:22][C:12]([C:14]2[CH:15]=[CH:16][C:17]([O:20][CH3:21])=[CH:18][CH:19]=2)=[N:11][C:5]=1[C:6]([O:8][CH2:9][CH3:10])=[O:7])[CH3:2], predict the reactants needed to synthesize it. The reactants are: [CH2:1]([O:3][C:4](=[O:22])[CH:5]([NH:11][C:12]([C:14]1[CH:19]=[CH:18][C:17]([O:20][CH3:21])=[CH:16][CH:15]=1)=O)[C:6]([O:8][CH2:9][CH3:10])=[O:7])[CH3:2].P(Cl)(Cl)(Cl)(Cl)Cl. (6) Given the product [Cl:13][C:14]1[C:19]([Cl:20])=[C:18]([Cl:21])[CH:17]=[CH:16][C:15]=1[S:22]([NH:12][C:9]1[S:10][CH:11]=[C:7]([C:3]2[S:4][CH:5]=[CH:6][C:2]=2[Cl:1])[N:8]=1)(=[O:24])=[O:23], predict the reactants needed to synthesize it. The reactants are: [Cl:1][C:2]1[CH:6]=[CH:5][S:4][C:3]=1[C:7]1[N:8]=[C:9]([NH2:12])[S:10][CH:11]=1.[Cl:13][C:14]1[C:19]([Cl:20])=[C:18]([Cl:21])[CH:17]=[CH:16][C:15]=1[S:22](Cl)(=[O:24])=[O:23].